This data is from Reaction yield outcomes from USPTO patents with 853,638 reactions. The task is: Predict the reaction yield, written as a fraction of the theoretical maximum amount of product (1.0 means a 100% yield; for example, 0.34 means a 34% yield). (1) The reactants are [Cl:1][C:2]1[CH:3]=[CH:4][C:5]2[N:6]([C:8]([CH3:15])=[C:9]([C:11]([F:14])([F:13])[F:12])[N:10]=2)[N:7]=1.[Br:16]N1C(=O)CCC1=O.N(C(C)(C)C#N)=NC(C)(C)C#N. The catalyst is C(#N)C. The product is [Br:16][CH2:15][C:8]1[N:6]2[N:7]=[C:2]([Cl:1])[CH:3]=[CH:4][C:5]2=[N:10][C:9]=1[C:11]([F:14])([F:13])[F:12]. The yield is 0.350. (2) The reactants are Br[C:2]1[CH:7]=[C:6]([F:8])[CH:5]=[C:4]([Br:9])[CH:3]=1.C(O[K])(C)(C)C.[CH3:16][N:17]([CH3:22])[CH2:18][CH2:19][NH:20]C. The catalyst is C1(C)C=CC=CC=1. The product is [Br:9][C:4]1[CH:3]=[C:2]([NH:20][CH2:19][CH2:18][N:17]([CH3:22])[CH3:16])[CH:7]=[C:6]([F:8])[CH:5]=1. The yield is 0.248. (3) The reactants are [C:1]([O:5][C:6]([N:8]1[C@H:13]([CH2:14][CH3:15])[CH2:12][C:11](=O)[CH2:10][C@@H:9]1[CH2:17][CH3:18])=[O:7])([CH3:4])([CH3:3])[CH3:2].[F:19][C:20]([F:34])([F:33])[C:21]1[CH:22]=[C:23]([CH:26]=[C:27]([C:29]([F:32])([F:31])[F:30])[CH:28]=1)[CH2:24][NH2:25].C(O)(=O)C.[BH-](OC(C)=O)(OC(C)=O)OC(C)=O.[Na+].[OH-].[Na+]. The catalyst is ClCCCl. The product is [C:1]([O:5][C:6]([N:8]1[CH:13]([CH2:14][CH3:15])[CH2:12][CH:11]([NH:25][CH2:24][C:23]2[CH:26]=[C:27]([C:29]([F:30])([F:31])[F:32])[CH:28]=[C:21]([C:20]([F:19])([F:33])[F:34])[CH:22]=2)[CH2:10][CH:9]1[CH2:17][CH3:18])=[O:7])([CH3:4])([CH3:3])[CH3:2]. The yield is 0.200.